From a dataset of Reaction yield outcomes from USPTO patents with 853,638 reactions. Predict the reaction yield, written as a fraction of the theoretical maximum amount of product (1.0 means a 100% yield; for example, 0.34 means a 34% yield). (1) The reactants are [CH2:1]([Zn]CC)C.FC(F)(F)C(O)=O.ICI.[CH3:16][O:17][C:18]([CH:20]1[CH2:24][C:23](=[CH2:25])[CH2:22][N:21]1[C:26]([O:28][CH2:29][C:30]1[CH:35]=[CH:34][CH:33]=[CH:32][CH:31]=1)=[O:27])=[O:19].C[N+]1([O-])CCOCC1. The catalyst is ClCCl.C1COCC1.O.CC(C)=O.[Os](=O)(=O)(=O)=O. The product is [CH3:16][O:17][C:18]([CH:20]1[CH2:24][C:23]2([CH2:1][CH2:25]2)[CH2:22][N:21]1[C:26]([O:28][CH2:29][C:30]1[CH:31]=[CH:32][CH:33]=[CH:34][CH:35]=1)=[O:27])=[O:19]. The yield is 0.650. (2) The reactants are [F:1][C:2]1[CH:3]=[C:4]([NH:22][C:23]([C:25]2[C:26](=[O:38])[N:27]([C:32]3[CH:37]=[CH:36][CH:35]=[CH:34][CH:33]=3)[N:28]([CH3:31])[C:29]=2[CH3:30])=[O:24])[CH:5]=[CH:6][C:7]=1[O:8][C:9]1[C:18]2[C:13](=[CH:14][C:15]([OH:21])=[C:16]([O:19][CH3:20])[CH:17]=2)[N:12]=[CH:11][CH:10]=1.CS(O[CH2:44][CH2:45][CH2:46][N:47]1[CH2:53][CH:52]([OH:54])[C:49]2([CH2:51][CH2:50]2)[CH2:48]1)(=O)=O.C([O-])([O-])=O.[Cs+].[Cs+]. The catalyst is CC(N(C)C)=O. The product is [OH:54][CH:52]1[C:49]2([CH2:51][CH2:50]2)[CH2:48][N:47]([CH2:46][CH2:45][CH2:44][O:21][C:15]2[CH:14]=[C:13]3[C:18]([C:9]([O:8][C:7]4[CH:6]=[CH:5][C:4]([NH:22][C:23]([C:25]5[C:26](=[O:38])[N:27]([C:32]6[CH:37]=[CH:36][CH:35]=[CH:34][CH:33]=6)[N:28]([CH3:31])[C:29]=5[CH3:30])=[O:24])=[CH:3][C:2]=4[F:1])=[CH:10][CH:11]=[N:12]3)=[CH:17][C:16]=2[O:19][CH3:20])[CH2:53]1. The yield is 0.660. (3) The reactants are Br[C:2]1[C:3]([Cl:8])=[N:4][CH:5]=[N:6][CH:7]=1.C([Mg]Cl)(C)C.[CH:14]([CH:16]1[CH2:21][CH2:20][N:19]([C:22]([O:24][C:25]([CH3:28])([CH3:27])[CH3:26])=[O:23])[CH2:18][CH2:17]1)=[O:15].[NH4+].[Cl-]. The catalyst is C1COCC1. The product is [Cl:8][C:3]1[C:2]([CH:14]([OH:15])[CH:16]2[CH2:21][CH2:20][N:19]([C:22]([O:24][C:25]([CH3:27])([CH3:26])[CH3:28])=[O:23])[CH2:18][CH2:17]2)=[CH:7][N:6]=[CH:5][N:4]=1. The yield is 0.600. (4) The reactants are [CH:1]([N:4]1[CH2:9][CH2:8][CH:7]([O:10][C:11]2[CH:23]=[C:22]3[C:14]([N:15]4[C:20](=[CH:21]3)[C:19](=[O:24])[NH:18][CH2:17][CH2:16]4)=[N:13][CH:12]=2)[CH2:6][CH2:5]1)([CH3:3])[CH3:2].FC(F)(F)S(O[CH2:31][C:32]([F:35])([F:34])[F:33])(=O)=O.[H-].[Na+]. No catalyst specified. The product is [CH:1]([N:4]1[CH2:5][CH2:6][CH:7]([O:10][C:11]2[CH:23]=[C:22]3[C:14]([N:15]4[C:20](=[CH:21]3)[C:19](=[O:24])[N:18]([CH2:31][C:32]([F:35])([F:34])[F:33])[CH2:17][CH2:16]4)=[N:13][CH:12]=2)[CH2:8][CH2:9]1)([CH3:3])[CH3:2]. The yield is 0.420.